From a dataset of Catalyst prediction with 721,799 reactions and 888 catalyst types from USPTO. Predict which catalyst facilitates the given reaction. Reactant: [Cl:1][CH2:2][C:3]([N:5]1[CH2:9][CH2:8][CH2:7][CH2:6]1)=[O:4].[CH3:10][C:11]1[N:12]=[CH:13][S:14][C:15]=1[CH3:16].N1CCCC1.ClCC(Cl)=O.[OH-].[Na+]. Product: [Cl-:1].[N:5]1([C:3](=[O:4])[CH2:2][N+:12]2[C:11]([CH3:10])=[C:15]([CH3:16])[S:14][CH:13]=2)[CH2:9][CH2:8][CH2:7][CH2:6]1.[Cl:1][CH2:2][C:3]([N:5]1[CH2:9][CH2:8][CH2:7][CH2:6]1)=[O:4]. The catalyst class is: 2.